Dataset: Forward reaction prediction with 1.9M reactions from USPTO patents (1976-2016). Task: Predict the product of the given reaction. Given the reactants [C:1]12[CH2:9][CH:5]([C:6]1(C)C)[CH:4]([OH:10])[CH:3](C1(C3CC4CC(C4(C)C)=C3C)CC3CC(C3(C)C)=C1C)[C:2]=2[CH3:31].BrCBr.[CH2:35]([Mg]Cl)[CH2:36][CH2:37]C, predict the reaction product. The product is: [CH:36]([C:4]1([OH:10])[CH2:5][CH2:9][C@:1]2([CH3:6])[C@@H:2]([CH2:31]2)[CH2:3]1)([CH3:37])[CH3:35].